Dataset: Forward reaction prediction with 1.9M reactions from USPTO patents (1976-2016). Task: Predict the product of the given reaction. (1) Given the reactants Cl[C@@H:2]([C:22]1[C:23]([CH3:32])=[C:24]2[C:28](=[CH:29][CH:30]=1)[C:27](=[O:31])[O:26][CH2:25]2)[CH2:3][N:4]1[CH2:21][CH2:20][C:7]2([CH2:11][N:10]([C:12]3[CH:19]=[CH:18][C:15]([C:16]#[N:17])=[CH:14][N:13]=3)[CH2:9][CH2:8]2)[CH2:6][CH2:5]1.Cl.CN.[CH:36]([N:39](CC)C(C)C)(C)C, predict the reaction product. The product is: [CH3:32][C:23]1[C:22]([C@@H:2]([NH:39][CH3:36])[CH2:3][N:4]2[CH2:21][CH2:20][C:7]3([CH2:11][N:10]([C:12]4[CH:19]=[CH:18][C:15]([C:16]#[N:17])=[CH:14][N:13]=4)[CH2:9][CH2:8]3)[CH2:6][CH2:5]2)=[CH:30][CH:29]=[C:28]2[C:24]=1[CH2:25][O:26][C:27]2=[O:31]. (2) Given the reactants Cl[C:2]1[C:11]2[C:6](=[CH:7][CH:8]=[CH:9][CH:10]=2)[C:5]([NH:12][C:13]2[CH:18]=[CH:17][C:16]([S:19][C:20]3[C:29]4[C:24](=[CH:25][C:26]([O:30][CH3:31])=[CH:27][N:28]=4)[N:23]=[CH:22][CH:21]=3)=[CH:15][CH:14]=2)=[N:4][N:3]=1.C(=O)([O-])[O-].[Cs+].[Cs+].[CH3:38][CH:39]([OH:41])[CH3:40], predict the reaction product. The product is: [CH:39]([O:41][C:2]1[C:11]2[C:6](=[CH:7][CH:8]=[CH:9][CH:10]=2)[C:5]([NH:12][C:13]2[CH:18]=[CH:17][C:16]([S:19][C:20]3[C:29]4[C:24](=[CH:25][C:26]([O:30][CH3:31])=[CH:27][N:28]=4)[N:23]=[CH:22][CH:21]=3)=[CH:15][CH:14]=2)=[N:4][N:3]=1)([CH3:40])[CH3:38]. (3) Given the reactants [F:1][C:2]([F:7])([F:6])[C:3]([OH:5])=[O:4].[CH:8]12[CH2:17][CH:12]3[CH2:13][CH:14]([CH2:16][CH:10]([CH2:11]3)[CH:9]1[NH:18][C:19]([CH:21]1[CH2:25][CH2:24][CH2:23][NH:22]1)=[O:20])[CH2:15]2.C(N(CC)C(C)C)(C)C.Br[CH2:36][C:37]1[CH:45]=[CH:44][C:40]([C:41]([OH:43])=[O:42])=[CH:39][CH:38]=1.CS(C)=O, predict the reaction product. The product is: [C:3]([OH:5])([C:2]([F:7])([F:6])[F:1])=[O:4].[CH:10]12[CH2:11][CH:12]3[CH2:13][CH:14]([CH2:15][CH:8]([CH2:17]3)[CH:9]1[NH:18][C:19]([CH:21]1[CH2:25][CH2:24][CH2:23][N:22]1[CH2:36][C:37]1[CH:45]=[CH:44][C:40]([C:41]([OH:43])=[O:42])=[CH:39][CH:38]=1)=[O:20])[CH2:16]2. (4) Given the reactants [Cl-].[Al+3].[Cl-].[Cl-].[CH:5]1[C:10]2[C:11]([O:13][C:14](=[O:15])[C:9]=2[CH:8]=[C:7]2[C:16]([O:18][C:19](=[O:20])[C:6]=12)=[O:17])=[O:12].[CH3:21][CH:22]([CH2:31][C:32]([CH3:35])([CH3:34])[CH3:33])[CH2:23][CH2:24][C:25]1[CH:30]=[CH:29][CH:28]=[CH:27][CH:26]=1.C(N(CC)[CH:40]([CH3:42])[CH3:41])(C)C.Cl, predict the reaction product. The product is: [CH3:21][CH:22]([CH2:31][C:32]([CH3:34])([CH3:33])[CH3:35])[CH2:23][CH2:24][C:25]1[CH:30]=[CH:29][C:28]([C:19]([C:6]2[CH:5]=[C:10]([C:11]([OH:13])=[O:12])[C:9]([C:14](=[O:15])[C:28]3[CH:27]=[CH:26][C:25]([CH2:24][CH2:23][CH:40]([CH3:41])[CH2:42][C:32]([CH3:31])([CH3:34])[CH3:33])=[CH:30][CH:29]=3)=[CH:8][C:7]=2[C:16]([OH:18])=[O:17])=[O:20])=[CH:27][CH:26]=1. (5) The product is: [CH2:26]([N:24]([CH3:25])[C:23]([C:14]1([C:17]2[CH:22]=[CH:21][CH:20]=[CH:19][CH:18]=2)[CH2:13][CH2:12][NH:11][CH2:16][CH2:15]1)=[O:33])[C:27]1[CH:28]=[CH:29][CH:30]=[CH:31][CH:32]=1. Given the reactants C(OC([N:11]1[CH2:16][CH2:15][C:14]([C:23](=[O:33])[N:24]([CH2:26][C:27]2[CH:32]=[CH:31][CH:30]=[CH:29][CH:28]=2)[CH3:25])([C:17]2[CH:22]=[CH:21][CH:20]=[CH:19][CH:18]=2)[CH2:13][CH2:12]1)=O)C1C=CC=CC=1, predict the reaction product. (6) Given the reactants [Br:1][C:2]1[CH:7]=[C:6]([N+:8]([O-:10])=[O:9])[CH:5]=[CH:4][C:3]=1F.[O:12]1[CH2:17][CH2:16][N:15]([CH2:18][CH2:19][NH2:20])[CH2:14][CH2:13]1.C(=O)([O-])[O-].[K+].[K+].O, predict the reaction product. The product is: [Br:1][C:2]1[CH:7]=[C:6]([N+:8]([O-:10])=[O:9])[CH:5]=[CH:4][C:3]=1[NH:20][CH2:19][CH2:18][N:15]1[CH2:16][CH2:17][O:12][CH2:13][CH2:14]1. (7) Given the reactants [C:1]([C:3]1[CH:8]=[CH:7][C:6]([N:9]2[C:13]([CH2:14][N:15]3[CH2:20][CH2:19][N:18](C(OC(C)(C)C)=O)[CH2:17][CH2:16]3)=[N:12][N:11]=[N:10]2)=[CH:5][C:4]=1[C:28]([F:31])([F:30])[F:29])#[N:2].Cl.O1CCOCC1, predict the reaction product. The product is: [N:15]1([CH2:14][C:13]2[N:9]([C:6]3[CH:7]=[CH:8][C:3]([C:1]#[N:2])=[C:4]([C:28]([F:31])([F:29])[F:30])[CH:5]=3)[N:10]=[N:11][N:12]=2)[CH2:16][CH2:17][NH:18][CH2:19][CH2:20]1.